This data is from Catalyst prediction with 721,799 reactions and 888 catalyst types from USPTO. The task is: Predict which catalyst facilitates the given reaction. (1) Product: [Cl:1][C:2]1[CH:7]=[C:6]2[C:5]([CH2:8][CH:9]([CH2:10][S:11][CH3:12])[N:13]=[CH:14]2)=[CH:4][C:3]=1[O:16][CH2:17][CH2:18][O:19][CH3:20]. Reactant: [Cl:1][C:2]1[CH:7]=[CH:6][C:5]([CH2:8][CH:9]([NH:13][CH:14]=O)[CH2:10][S:11][CH3:12])=[CH:4][C:3]=1[O:16][CH2:17][CH2:18][O:19][CH3:20].P(Cl)(Cl)(Cl)=O. The catalyst class is: 10. (2) Reactant: [N+]([O-])(O)=O.[N+]([O-])(O)=O.[CH3:9][O:10][C:11]1[CH:12]=[C:13]([NH:23][C:24]([NH2:26])=[NH:25])[CH:14]=[CH:15][C:16]=1[N:17]1[CH:21]=[C:20]([CH3:22])[N:19]=[CH:18]1.[Cl:27][C:28]1[CH:33]=[CH:32][C:31]([C:34]([CH3:43])([CH3:42])[C:35](=O)[CH:36]=[CH:37]N(C)C)=[CH:30][CH:29]=1.C(N(CC)CC)C. Product: [Cl:27][C:28]1[CH:33]=[CH:32][C:31]([C:34]([C:35]2[CH:36]=[CH:37][N:26]=[C:24]([NH:23][C:13]3[CH:14]=[CH:15][C:16]([N:17]4[CH:21]=[C:20]([CH3:22])[N:19]=[CH:18]4)=[C:11]([O:10][CH3:9])[CH:12]=3)[N:25]=2)([CH3:42])[CH3:43])=[CH:30][CH:29]=1. The catalyst class is: 60. (3) Reactant: [CH:1]1([CH:4]([C:19]2[CH:24]=[CH:23][CH:22]=[CH:21][CH:20]=2)[N:5]2[CH:9]=[C:8](B3OC(C)(C)C(C)(C)O3)[CH:7]=[N:6]2)[CH2:3][CH2:2]1.[OH-:25].[Na+].OO.O.Cl. Product: [CH:1]1([CH:4]([C:19]2[CH:24]=[CH:23][CH:22]=[CH:21][CH:20]=2)[N:5]2[CH:9]=[C:8]([OH:25])[CH:7]=[N:6]2)[CH2:3][CH2:2]1.[CH2:4]([N:5]1[CH:9]=[C:8]([OH:25])[CH:7]=[N:6]1)[C:19]1[CH:24]=[CH:23][CH:22]=[CH:21][CH:20]=1. The catalyst class is: 1.